This data is from NCI-60 drug combinations with 297,098 pairs across 59 cell lines. The task is: Regression. Given two drug SMILES strings and cell line genomic features, predict the synergy score measuring deviation from expected non-interaction effect. Drug 1: C1=CC(=C2C(=C1NCCNCCO)C(=O)C3=C(C=CC(=C3C2=O)O)O)NCCNCCO. Drug 2: CC12CCC3C(C1CCC2OP(=O)(O)O)CCC4=C3C=CC(=C4)OC(=O)N(CCCl)CCCl.[Na+]. Cell line: MALME-3M. Synergy scores: CSS=8.33, Synergy_ZIP=-11.8, Synergy_Bliss=-9.34, Synergy_Loewe=-20.6, Synergy_HSA=-8.62.